From a dataset of Merck oncology drug combination screen with 23,052 pairs across 39 cell lines. Regression. Given two drug SMILES strings and cell line genomic features, predict the synergy score measuring deviation from expected non-interaction effect. (1) Drug 1: N.N.O=C(O)C1(C(=O)O)CCC1.[Pt]. Drug 2: CCN(CC)CCNC(=O)c1c(C)[nH]c(C=C2C(=O)Nc3ccc(F)cc32)c1C. Cell line: UWB1289. Synergy scores: synergy=3.99. (2) Drug 1: N#Cc1ccc(Cn2cncc2CN2CCN(c3cccc(Cl)c3)C(=O)C2)cc1. Drug 2: COC1CC2CCC(C)C(O)(O2)C(=O)C(=O)N2CCCCC2C(=O)OC(C(C)CC2CCC(OP(C)(C)=O)C(OC)C2)CC(=O)C(C)C=C(C)C(O)C(OC)C(=O)C(C)CC(C)C=CC=CC=C1C. Cell line: UACC62. Synergy scores: synergy=39.9. (3) Drug 1: CC(=O)OC1C(=O)C2(C)C(O)CC3OCC3(OC(C)=O)C2C(OC(=O)c2ccccc2)C2(O)CC(OC(=O)C(O)C(NC(=O)c3ccccc3)c3ccccc3)C(C)=C1C2(C)C. Drug 2: NC1(c2ccc(-c3nc4ccn5c(=O)[nH]nc5c4cc3-c3ccccc3)cc2)CCC1. Cell line: PA1. Synergy scores: synergy=35.1. (4) Drug 1: O=P1(N(CCCl)CCCl)NCCCO1. Drug 2: C#Cc1cccc(Nc2ncnc3cc(OCCOC)c(OCCOC)cc23)c1. Cell line: ES2. Synergy scores: synergy=-4.66. (5) Drug 1: CCC1=CC2CN(C1)Cc1c([nH]c3ccccc13)C(C(=O)OC)(c1cc3c(cc1OC)N(C)C1C(O)(C(=O)OC)C(OC(C)=O)C4(CC)C=CCN5CCC31C54)C2. Drug 2: CCc1cnn2c(NCc3ccc[n+]([O-])c3)cc(N3CCCCC3CCO)nc12. Cell line: LNCAP. Synergy scores: synergy=1.35. (6) Drug 1: CS(=O)(=O)CCNCc1ccc(-c2ccc3ncnc(Nc4ccc(OCc5cccc(F)c5)c(Cl)c4)c3c2)o1. Cell line: OV90. Synergy scores: synergy=-19.6. Drug 2: CCc1c2c(nc3ccc(O)cc13)-c1cc3c(c(=O)n1C2)COC(=O)C3(O)CC. (7) Drug 1: COc1cccc2c1C(=O)c1c(O)c3c(c(O)c1C2=O)CC(O)(C(=O)CO)CC3OC1CC(N)C(O)C(C)O1. Drug 2: Cc1nc(Nc2ncc(C(=O)Nc3c(C)cccc3Cl)s2)cc(N2CCN(CCO)CC2)n1. Cell line: A2780. Synergy scores: synergy=31.4. (8) Synergy scores: synergy=6.30. Cell line: NCIH2122. Drug 2: CC1(c2nc3c(C(N)=O)cccc3[nH]2)CCCN1. Drug 1: Nc1ccn(C2OC(CO)C(O)C2(F)F)c(=O)n1. (9) Cell line: OCUBM. Drug 1: C#Cc1cccc(Nc2ncnc3cc(OCCOC)c(OCCOC)cc23)c1. Drug 2: Cc1nc(Nc2ncc(C(=O)Nc3c(C)cccc3Cl)s2)cc(N2CCN(CCO)CC2)n1. Synergy scores: synergy=11.8.